From a dataset of Catalyst prediction with 721,799 reactions and 888 catalyst types from USPTO. Predict which catalyst facilitates the given reaction. (1) Reactant: [CH2:1]([O:3][C:4](=[O:29])[CH2:5][CH2:6][C:7]1[N:8]([C:19]2[CH:24]=[CH:23][C:22]([C:25](=[O:27])[NH2:26])=[CH:21][C:20]=2[CH3:28])[C:9]([C:12]2[CH:17]=[CH:16][C:15]([NH2:18])=[CH:14][CH:13]=2)=[CH:10][CH:11]=1)[CH3:2].[C:30](O)(=[O:33])[CH2:31][OH:32].CN(C(ON1N=NC2C=CC=CC1=2)=[N+](C)C)C.[B-](F)(F)(F)F.C(Cl)CCl. Product: [CH2:1]([O:3][C:4](=[O:29])[CH2:5][CH2:6][C:7]1[N:8]([C:19]2[CH:24]=[CH:23][C:22]([C:25](=[O:27])[NH2:26])=[CH:21][C:20]=2[CH3:28])[C:9]([C:12]2[CH:13]=[CH:14][C:15]([NH:18][C:31](=[O:32])[CH2:30][OH:33])=[CH:16][CH:17]=2)=[CH:10][CH:11]=1)[CH3:2]. The catalyst class is: 35. (2) Reactant: [S:1]1[CH:5]=[CH:4][CH:3]=[C:2]1[C:6]1[C:14]2[C:10](=[N:11][S:12][N:13]=2)[C:9]([C:15]2[S:16][CH:17]=[CH:18][CH:19]=2)=[CH:8][CH:7]=1.[CH:20]([NH:23][CH:24]([CH3:26])[CH3:25])([CH3:22])[CH3:21].[Li:27]CCCC.[CH3:32][Sn:33](Cl)([CH3:35])[CH3:34]. Product: [Li+:27].[CH3:21][CH:20]([N-:23][CH:24]([CH3:26])[CH3:25])[CH3:22].[CH3:32][Sn:33]([CH3:35])([CH3:34])[C:17]1[S:16][C:15]([C:9]2[C:10]3[C:14](=[N:13][S:12][N:11]=3)[C:6]([C:2]3[S:1][C:5]([Sn:33]([CH3:35])([CH3:34])[CH3:32])=[CH:4][CH:3]=3)=[CH:7][CH:8]=2)=[CH:19][CH:18]=1. The catalyst class is: 1. (3) Reactant: [C:1]([O:5][C:6](=[O:44])[NH:7][CH2:8][C:9]([CH3:43])([CH3:42])[CH2:10][NH:11][C:12](=[O:41])[C:13]1[CH:18]=[CH:17][C:16]([NH:19][C:20]2[CH:25]=[C:24]([NH:26][CH2:27][C:28]3[CH:33]=[CH:32][C:31]([OH:34])=[CH:30][CH:29]=3)[N:23]=[C:22]([O:35][CH2:36][C:37]([F:40])([F:39])[F:38])[N:21]=2)=[N:15][CH:14]=1)([CH3:4])([CH3:3])[CH3:2].[Br:45][CH2:46][CH2:47][CH2:48]Br.C([O-])([O-])=O.[K+].[K+]. Product: [Br:45][CH2:46][CH2:47][CH2:48][O:34][C:31]1[CH:30]=[CH:29][C:28]([CH2:27][NH:26][C:24]2[N:23]=[C:22]([O:35][CH2:36][C:37]([F:38])([F:40])[F:39])[N:21]=[C:20]([NH:19][C:16]3[CH:17]=[CH:18][C:13]([C:12]([NH:11][CH2:10][C:9]([CH3:43])([CH3:42])[CH2:8][NH:7][C:6](=[O:44])[O:5][C:1]([CH3:4])([CH3:2])[CH3:3])=[O:41])=[CH:14][N:15]=3)[CH:25]=2)=[CH:33][CH:32]=1. The catalyst class is: 692. (4) Reactant: [CH3:1][C:2]1[CH:6]=[C:5]([CH:7]=O)[N:4]([CH:9]([CH3:11])[CH3:10])[N:3]=1.[N:12]1([C:18]([O:20][C:21]([CH3:24])([CH3:23])[CH3:22])=[O:19])[CH2:17][CH2:16][NH:15][CH2:14][CH2:13]1.C(N(CC)CC)C.C(O[BH-](OC(=O)C)OC(=O)C)(=O)C.[Na+]. Product: [CH3:1][C:2]1[CH:6]=[C:5]([CH2:7][N:15]2[CH2:14][CH2:13][N:12]([C:18]([O:20][C:21]([CH3:24])([CH3:23])[CH3:22])=[O:19])[CH2:17][CH2:16]2)[N:4]([CH:9]([CH3:11])[CH3:10])[N:3]=1. The catalyst class is: 26. (5) Reactant: C([O:5][C:6]([CH2:8][NH:9][C:10]([NH:12][CH3:13])=[S:11])=[O:7])(C)(C)C.[Br:14][CH:15]1[C:24](=O)[C:23]2[C:18](=[CH:19][CH:20]=[C:21]([F:26])[CH:22]=2)[O:17][CH2:16]1. Product: [BrH:14].[F:26][C:21]1[CH:20]=[CH:19][C:18]2[O:17][CH2:16][C:15]3[S:11][C:10](=[N:9][CH2:8][C:6]([OH:5])=[O:7])[N:12]([CH3:13])[C:24]=3[C:23]=2[CH:22]=1. The catalyst class is: 21.